From a dataset of Reaction yield outcomes from USPTO patents with 853,638 reactions. Predict the reaction yield, written as a fraction of the theoretical maximum amount of product (1.0 means a 100% yield; for example, 0.34 means a 34% yield). (1) The reactants are [CH2:1]([N:8]([C@H:13]([CH:15]1[CH2:18][CH2:17][CH2:16]1)[CH3:14])[C:9](=[O:12])[CH2:10]Br)[C:2]1[CH:7]=[CH:6][CH:5]=[CH:4][CH:3]=1.[N-:19]=[N+:20]=[N-:21].[Na+]. The catalyst is CS(C)=O.O. The product is [N:19]([CH2:10][C:9]([N:8]([CH2:1][C:2]1[CH:7]=[CH:6][CH:5]=[CH:4][CH:3]=1)[C@H:13]([CH:15]1[CH2:18][CH2:17][CH2:16]1)[CH3:14])=[O:12])=[N+:20]=[N-:21]. The yield is 0.830. (2) The reactants are [NH2:1][C:2]1[N:7]=[C:6](S)[N:5]=[C:4]([OH:9])[C:3]=1[CH2:10][CH:11]([O:15][CH2:16][CH3:17])[O:12][CH2:13][CH3:14]. The catalyst is O.[Ni]. The product is [NH2:1][C:2]1[N:7]=[CH:6][N:5]=[C:4]([OH:9])[C:3]=1[CH2:10][CH:11]([O:15][CH2:16][CH3:17])[O:12][CH2:13][CH3:14]. The yield is 0.710. (3) The catalyst is [Na+].[Cl-]. The reactants are [CH2:1]([OH:13])[CH2:2][O:3][CH2:4][CH2:5][O:6][CH2:7][CH2:8][O:9][CH2:10][CH2:11][OH:12].[OH-].[Na+].[CH2:16](Cl)[C:17]1[CH:22]=[CH:21][CH:20]=[CH:19][CH:18]=1. The yield is 0.710. The product is [CH2:16]([O:12][CH2:11][CH2:10][O:9][CH2:8][CH2:7][O:6][CH2:5][CH2:4][O:3][CH2:2][CH2:1][OH:13])[C:17]1[CH:22]=[CH:21][CH:20]=[CH:19][CH:18]=1. (4) The reactants are C=C([O:4][C:5](=O)[NH:6][C:7]1[CH:12]=[C:11]([C:13]2[C:14]([CH3:34])=[N:15][C:16]3[C:21]([CH:22]=2)=[CH:20][N:19]=[C:18]([N:23]([CH2:25][C:26]2[CH:31]=[CH:30][C:29]([O:32][CH3:33])=[CH:28][CH:27]=2)[CH3:24])[CH:17]=3)[CH:10]=[CH:9][C:8]=1[F:35])C.[CH3:37][C:38]([CH3:43])([CH3:42])[CH2:39][CH2:40][NH2:41].C1CCN2C(=NCCC2)CC1.CCOC(C)=O. The catalyst is O1CCOCC1. The product is [CH3:37][C:38]([CH3:43])([CH3:42])[CH2:39][CH2:40][NH:41][C:5]([NH:6][C:7]1[CH:12]=[C:11]([C:13]2[C:14]([CH3:34])=[N:15][C:16]3[C:21]([CH:22]=2)=[CH:20][N:19]=[C:18]([N:23]([CH2:25][C:26]2[CH:27]=[CH:28][C:29]([O:32][CH3:33])=[CH:30][CH:31]=2)[CH3:24])[CH:17]=3)[CH:10]=[CH:9][C:8]=1[F:35])=[O:4]. The yield is 0.850. (5) The reactants are [CH2:1]([O:3][C:4](=[O:18])[C:5]1[C:10]([N+:11]([O-:13])=[O:12])=[CH:9][CH:8]=[C:7]([CH3:14])[C:6]=1[N+:15]([O-:17])=[O:16])[CH3:2].CO[CH:21]([N:24]([CH3:26])[CH3:25])OC. The catalyst is CN(C=O)C. The product is [CH2:1]([O:3][C:4](=[O:18])[C:5]1[C:10]([N+:11]([O-:13])=[O:12])=[CH:9][CH:8]=[C:7]([CH:14]=[CH:21][N:24]([CH3:26])[CH3:25])[C:6]=1[N+:15]([O-:17])=[O:16])[CH3:2]. The yield is 0.580. (6) The reactants are Cl[C:2]1[C:7]([CH:8]=[O:9])=[C:6]([Cl:10])[N:5]=[C:4]([S:11][CH3:12])[N:3]=1.[F:13][C:14]1[CH:20]=[CH:19][CH:18]=[C:17]([F:21])[C:15]=1[NH2:16].CCN(CC)CC. The catalyst is C1COCC1. The product is [Cl:10][C:6]1[C:7]([CH:8]=[O:9])=[C:2]([NH:16][C:15]2[C:14]([F:13])=[CH:20][CH:19]=[CH:18][C:17]=2[F:21])[N:3]=[C:4]([S:11][CH3:12])[N:5]=1. The yield is 0.700. (7) The reactants are [F:1][C:2]1[CH:3]=[C:4]([C@H:8]2[CH2:12][CH2:11][CH2:10][N:9]2[C:13]2[CH:18]=[CH:17][N:16]3[N:19]=[CH:20][C:21]([NH2:22])=[C:15]3[N:14]=2)[CH:5]=[CH:6][CH:7]=1.C1N=CN([C:28]([N:30]2[CH:34]=N[CH:32]=[CH:31]2)=[O:29])C=1.N1CC[O:38][CH2:37]C1. The catalyst is C(Cl)Cl. The product is [F:1][C:2]1[CH:3]=[C:4]([C@H:8]2[CH2:12][CH2:11][CH2:10][N:9]2[C:13]2[CH:18]=[CH:17][N:16]3[N:19]=[CH:20][C:21]([NH:22][C:28]([N:30]4[CH2:31][CH2:32][O:38][CH2:37][CH2:34]4)=[O:29])=[C:15]3[N:14]=2)[CH:5]=[CH:6][CH:7]=1. The yield is 1.00.